This data is from Reaction yield outcomes from USPTO patents with 853,638 reactions. The task is: Predict the reaction yield, written as a fraction of the theoretical maximum amount of product (1.0 means a 100% yield; for example, 0.34 means a 34% yield). (1) The reactants are [Cl:1][C:2]1[CH:7]=[CH:6][C:5]([C:8]2[CH2:13][S:12][C:11](=[O:14])[N:10]([CH2:15][C:16]3[CH:21]=[CH:20][CH:19]=[C:18]([N+:22]([O-])=O)[CH:17]=3)[N:9]=2)=[CH:4][CH:3]=1.[H][H]. The catalyst is C1COCC1.[Ni]. The product is [NH2:22][C:18]1[CH:17]=[C:16]([CH:21]=[CH:20][CH:19]=1)[CH2:15][N:10]1[N:9]=[C:8]([C:5]2[CH:4]=[CH:3][C:2]([Cl:1])=[CH:7][CH:6]=2)[CH2:13][S:12][C:11]1=[O:14]. The yield is 0.940. (2) The reactants are [C:1]([C:5]1[CH:11]=[CH:10][C:9]([N+:12]([O-:14])=[O:13])=[CH:8][C:6]=1N)([CH3:4])([CH3:3])[CH3:2].N([O-])=[O:16].[Na+].NC(N)=O.OS(O)(=O)=O.O. The yield is 0.620. The product is [C:1]([C:5]1[CH:11]=[CH:10][C:9]([N+:12]([O-:14])=[O:13])=[CH:8][C:6]=1[OH:16])([CH3:4])([CH3:3])[CH3:2]. The catalyst is OS(O)(=O)=O.O. (3) The reactants are [CH3:1][C:2]1[S:6][C:5]([C:7]([O:9]C)=[O:8])=[CH:4][C:3]=1[C:11]1[N:15]([CH3:16])[N:14]=[CH:13][CH:12]=1.[OH-].[Na+]. The catalyst is O1CCCC1. The product is [CH3:1][C:2]1[S:6][C:5]([C:7]([OH:9])=[O:8])=[CH:4][C:3]=1[C:11]1[N:15]([CH3:16])[N:14]=[CH:13][CH:12]=1. The yield is 0.750. (4) The reactants are [CH3:1][N:2]1[C:11]2[NH:10][C:9]3[CH:12]=[CH:13][CH:14]=[CH:15][C:8]=3[NH:7][CH2:6][C:5]=2[CH:4]=[N:3]1.[CH3:16][C:17]([CH3:40])([CH3:39])[CH2:18][CH2:19][N:20]1[CH2:25][CH2:24][N:23]([CH2:26][CH2:27][O:28][C:29]2[CH:37]=[CH:36][C:32]([C:33](O)=[O:34])=[CH:31][C:30]=2[CH3:38])[CH2:22][CH2:21]1. The catalyst is CN(C1C=CN=CC=1)C.ClCCl.C(N(CC)CC)C. The product is [CH3:16][C:17]([CH3:40])([CH3:39])[CH2:18][CH2:19][N:20]1[CH2:25][CH2:24][N:23]([CH2:26][CH2:27][O:28][C:29]2[CH:37]=[CH:36][C:32]([C:33]([N:7]3[CH2:6][C:5]4[CH:4]=[N:3][N:2]([CH3:1])[C:11]=4[NH:10][C:9]4[CH:12]=[CH:13][CH:14]=[CH:15][C:8]3=4)=[O:34])=[CH:31][C:30]=2[CH3:38])[CH2:22][CH2:21]1. The yield is 0.0400. (5) The reactants are Br[C:2]1[CH:3]=[C:4]([C:8]([C:10]2[CH:15]=[CH:14][C:13]([C:16]([CH3:24])([CH3:23])[O:17][SiH2:18][C:19]([CH3:22])([CH3:21])[CH3:20])=[CH:12][CH:11]=2)=[O:9])[CH:5]=[N:6][CH:7]=1.O.[CH3:26][N:27](C)C=O. The catalyst is C1C=CC([P]([Pd]([P](C2C=CC=CC=2)(C2C=CC=CC=2)C2C=CC=CC=2)([P](C2C=CC=CC=2)(C2C=CC=CC=2)C2C=CC=CC=2)[P](C2C=CC=CC=2)(C2C=CC=CC=2)C2C=CC=CC=2)(C2C=CC=CC=2)C2C=CC=CC=2)=CC=1.[C-]#N.[Zn+2].[C-]#N. The product is [C:19]([SiH2:18][O:17][C:16]([CH3:24])([CH3:23])[C:13]1[CH:14]=[CH:15][C:10]([C:8]([C:4]2[CH:5]=[N:6][CH:7]=[C:2]([CH:3]=2)[C:26]#[N:27])=[O:9])=[CH:11][CH:12]=1)([CH3:22])([CH3:21])[CH3:20]. The yield is 0.630. (6) The reactants are [C:1]([NH:4][C:5]1[CH:10]=[CH:9][C:8]([N:11]2[CH2:20][CH2:19][C:18]3[C:13](=[CH:14][CH:15]=[C:16]([O:21][CH3:22])[CH:17]=3)[CH:12]2[CH2:23][C:24]2[CH:29]=[CH:28][C:27]([O:30]CC3C=CC=CC=3)=[CH:26][CH:25]=2)=[CH:7][CH:6]=1)(=[O:3])[CH3:2]. The catalyst is CCO.C1COCC1.[Pd]. The product is [C:1]([NH:4][C:5]1[CH:10]=[CH:9][C:8]([N:11]2[CH2:20][CH2:19][C:18]3[C:13](=[CH:14][CH:15]=[C:16]([O:21][CH3:22])[CH:17]=3)[CH:12]2[CH2:23][C:24]2[CH:25]=[CH:26][C:27]([OH:30])=[CH:28][CH:29]=2)=[CH:7][CH:6]=1)(=[O:3])[CH3:2]. The yield is 0.950. (7) The reactants are COC1C=C(OC)C=CC=1C[NH:6][C:7]1[CH:8]=[CH:9][C:10]2[N:11]([C:13]([CH2:20][N:21]3[CH2:25][CH:24]([CH2:26][CH2:27][CH3:28])[CH2:23][C:22]3=[O:29])=[C:14]([C:16]([F:19])([F:18])[F:17])[N:15]=2)[N:12]=1. The catalyst is FC(F)(F)C(O)=O. The product is [NH2:6][C:7]1[CH:8]=[CH:9][C:10]2[N:11]([C:13]([CH2:20][N:21]3[CH2:25][CH:24]([CH2:26][CH2:27][CH3:28])[CH2:23][C:22]3=[O:29])=[C:14]([C:16]([F:18])([F:17])[F:19])[N:15]=2)[N:12]=1. The yield is 0.110.